Task: Predict which catalyst facilitates the given reaction.. Dataset: Catalyst prediction with 721,799 reactions and 888 catalyst types from USPTO (1) Reactant: [O:1]=[O+][O-].[Br:4][C:5]1[CH:10]=[CH:9][CH:8]=[C:7]([CH:11]([CH2:15][CH:16]=C)[CH2:12]C=C)[CH:6]=1.C1(P(C2C=CC=CC=2)C2C=CC=CC=2)C=CC=CC=1.[CH3:37][OH:38]. Product: [Br:4][C:5]1[CH:6]=[C:7]([CH:11]([CH2:15][CH:16]=[O:1])[CH2:12][CH:37]=[O:38])[CH:8]=[CH:9][CH:10]=1. The catalyst class is: 2. (2) Reactant: [CH:1]1([N:6]2[C:10]3[N:11]=[C:12]([NH:15][C:16]4[CH:24]=[CH:23][C:19]([C:20](O)=[O:21])=[CH:18][N:17]=4)[N:13]=[CH:14][C:9]=3[CH:8]=[C:7]2[C:25](=[O:29])[N:26]([CH3:28])[CH3:27])[CH2:5][CH2:4][CH2:3][CH2:2]1.[CH3:30][N:31]([CH3:38])[CH:32]1[CH2:37][CH2:36][NH:35][CH2:34][CH2:33]1.CN(C(ON1N=NC2C=CC=CC1=2)=[N+](C)C)C.F[P-](F)(F)(F)(F)F.CCN(C(C)C)C(C)C. Product: [CH3:27][N:26]([CH3:28])[C:25]([C:7]1[N:6]([CH:1]2[CH2:2][CH2:3][CH2:4][CH2:5]2)[C:10]2[N:11]=[C:12]([NH:15][C:16]3[CH:24]=[CH:23][C:19]([C:20]([N:35]4[CH2:36][CH2:37][CH:32]([N:31]([CH3:38])[CH3:30])[CH2:33][CH2:34]4)=[O:21])=[CH:18][N:17]=3)[N:13]=[CH:14][C:9]=2[CH:8]=1)=[O:29]. The catalyst class is: 3. (3) Reactant: [C:1]([CH2:3][O:4][C:5]1[CH:10]=[CH:9][C:8]([C:11]2[CH:16]=[CH:15][C:14]([C:17]3[CH:22]=[CH:21][C:20]([CH2:23][CH2:24][C:25]#[N:26])=[CH:19][C:18]=3[CH2:27][CH:28]([CH3:30])[CH3:29])=[CH:13][C:12]=2[CH:31]([CH3:33])[CH3:32])=[CH:7][C:6]=1[CH2:34][CH:35]([CH3:37])[CH3:36])#[N:2].[ClH:38]. Product: [ClH:38].[ClH:38].[NH2:2][CH2:1][CH2:3][O:4][C:5]1[CH:10]=[CH:9][C:8]([C:11]2[CH:16]=[CH:15][C:14]([C:17]3[CH:22]=[CH:21][C:20]([CH2:23][CH2:24][CH2:25][NH2:26])=[CH:19][C:18]=3[CH2:27][CH:28]([CH3:29])[CH3:30])=[CH:13][C:12]=2[CH:31]([CH3:33])[CH3:32])=[CH:7][C:6]=1[CH2:34][CH:35]([CH3:37])[CH3:36]. The catalyst class is: 14. (4) Reactant: [Si]([O:8][C@H:9]1[CH2:18][C:17]([CH3:20])([CH3:19])[CH2:16][C:15]2[N:14]=[C:13]([CH:21]([CH3:23])[CH3:22])[C:12]3[C@@H:24]([C:32]4[CH:37]=[CH:36][C:35]([C:38]([F:41])([F:40])[F:39])=[CH:34][CH:33]=4)[O:25][C:26]4([CH2:31][CH2:30][O:29][CH2:28][CH2:27]4)[C:11]=3[C:10]1=2)(C(C)(C)C)(C)C.[F-].C([N+](CCCC)(CCCC)CCCC)CCC. Product: [CH:21]([C:13]1[C:12]2[C@@H:24]([C:32]3[CH:33]=[CH:34][C:35]([C:38]([F:40])([F:39])[F:41])=[CH:36][CH:37]=3)[O:25][C:26]3([CH2:31][CH2:30][O:29][CH2:28][CH2:27]3)[C:11]=2[C:10]2[C@@H:9]([OH:8])[CH2:18][C:17]([CH3:20])([CH3:19])[CH2:16][C:15]=2[N:14]=1)([CH3:23])[CH3:22]. The catalyst class is: 7. (5) Reactant: C(N(CC)C(C)C)(C)C.[F:10][C:11]1[CH:19]=[C:18]2[C:14]([C:15]([C:21]3[N:22]=[C:23]4[C:29]([C:30](O)=[O:31])=[CH:28][N:27]([CH2:33][O:34][CH2:35][CH2:36][Si:37]([CH3:40])([CH3:39])[CH3:38])[C:24]4=[N:25][CH:26]=3)=[N:16][N:17]2[CH3:20])=[CH:13][CH:12]=1.CN(C(ON1N=NC2C=CC=NC1=2)=[N+](C)C)C.F[P-](F)(F)(F)(F)F.FC(F)(F)C(O)=O.[F:72][C:73]([F:84])([CH2:77][C:78]1[CH:83]=[CH:82][CH:81]=[CH:80][CH:79]=1)[C@H:74]([NH2:76])[CH3:75]. Product: [F:72][C:73]([F:84])([CH2:77][C:78]1[CH:83]=[CH:82][CH:81]=[CH:80][CH:79]=1)[C@H:74]([NH:76][C:30]([C:29]1[C:23]2[C:24](=[N:25][CH:26]=[C:21]([C:15]3[C:14]4[C:18](=[CH:19][C:11]([F:10])=[CH:12][CH:13]=4)[N:17]([CH3:20])[N:16]=3)[N:22]=2)[N:27]([CH2:33][O:34][CH2:35][CH2:36][Si:37]([CH3:38])([CH3:39])[CH3:40])[CH:28]=1)=[O:31])[CH3:75]. The catalyst class is: 3. (6) Reactant: [C:1]([C:3]1[C:4]2[S:25][C:24](Br)=[CH:23][C:5]=2[C:6]([NH:9][C@H:10]2[CH2:15][CH2:14][CH2:13][N:12]([C:16]([O:18][C:19]([CH3:22])([CH3:21])[CH3:20])=[O:17])[CH2:11]2)=[N:7][CH:8]=1)#[N:2].[C:27]1(B(O)O)[CH:32]=[CH:31][CH:30]=[CH:29][CH:28]=1.C(=O)([O-])[O-].[Cs+].[Cs+].O1CCOCC1. Product: [C:1]([C:3]1[C:4]2[S:25][C:24]([C:27]3[CH:32]=[CH:31][CH:30]=[CH:29][CH:28]=3)=[CH:23][C:5]=2[C:6]([NH:9][C@H:10]2[CH2:15][CH2:14][CH2:13][N:12]([C:16]([O:18][C:19]([CH3:22])([CH3:21])[CH3:20])=[O:17])[CH2:11]2)=[N:7][CH:8]=1)#[N:2]. The catalyst class is: 6. (7) Reactant: [OH:1][C:2]1[CH:3]=[C:4]([CH:8]=[C:9]([S:11]([F:16])([F:15])([F:14])([F:13])[F:12])[CH:10]=1)[C:5]([OH:7])=[O:6].CS(O[CH:22]1[CH2:25][N:24]([C:26]([O:28][C:29]([CH3:32])([CH3:31])[CH3:30])=[O:27])[CH2:23]1)(=O)=O.C(=O)([O-])[O-].[Cs+].[Cs+].Cl. Product: [C:29]([O:28][C:26]([N:24]1[CH2:25][CH:22]([O:1][C:2]2[CH:3]=[C:4]([CH:8]=[C:9]([S:11]([F:16])([F:12])([F:13])([F:14])[F:15])[CH:10]=2)[C:5]([OH:7])=[O:6])[CH2:23]1)=[O:27])([CH3:32])([CH3:30])[CH3:31]. The catalyst class is: 3.